Predict hERG channel inhibition at various concentrations. From a dataset of hERG Central: cardiac toxicity at 1µM, 10µM, and general inhibition. (1) The molecule is CCOC(=O)N1CCN(S(=O)(=O)c2ccc(C(=O)N(CCCN(C)C)c3nc4cc(OC)ccc4s3)cc2)CC1.Cl. Results: hERG_inhib (hERG inhibition (general)): blocker. (2) The molecule is C=CCn1c(SCC(=O)Nc2ccc(F)cc2F)nnc1-c1cnccn1. Results: hERG_inhib (hERG inhibition (general)): blocker. (3) Results: hERG_inhib (hERG inhibition (general)): blocker. The molecule is O=C(NC1CCCN(Cc2ccc(Cl)cc2)C1)c1cccc(F)c1. (4) The drug is Cc1cccc(-n2nc([N+](=O)[O-])c(=NC3CCN(Cc4ccccc4)CC3)n2O)c1. Results: hERG_inhib (hERG inhibition (general)): blocker. (5) The drug is Cc1ccc(S(=O)(=O)NCCCNc2ccc([N+](=O)[O-])cc2)cc1. Results: hERG_inhib (hERG inhibition (general)): blocker. (6) The molecule is CN(C(=O)c1ccc(OC2CCN(CCc3ccccc3)CC2)cc1)C1CCCCC1. Results: hERG_inhib (hERG inhibition (general)): blocker. (7) The molecule is O=C(NCC1(N2CCCCC2)CCCCC1)c1cccc(Br)c1. Results: hERG_inhib (hERG inhibition (general)): blocker.